Regression. Given a peptide amino acid sequence and an MHC pseudo amino acid sequence, predict their binding affinity value. This is MHC class I binding data. From a dataset of Peptide-MHC class I binding affinity with 185,985 pairs from IEDB/IMGT. (1) The peptide sequence is ASSSNYNTY. The MHC is HLA-A26:01 with pseudo-sequence HLA-A26:01. The binding affinity (normalized) is 0.0847. (2) The peptide sequence is AYIDNYNKM. The binding affinity (normalized) is 0.690. The MHC is HLA-A23:01 with pseudo-sequence HLA-A23:01. (3) The peptide sequence is LAYSYHDL. The MHC is HLA-A68:02 with pseudo-sequence HLA-A68:02. The binding affinity (normalized) is 0.102. (4) The peptide sequence is FQYEHEQTF. The MHC is HLA-A30:01 with pseudo-sequence HLA-A30:01. The binding affinity (normalized) is 0.0847. (5) The peptide sequence is YLRKHIRAL. The MHC is HLA-C06:02 with pseudo-sequence HLA-C06:02. The binding affinity (normalized) is 0.429. (6) The binding affinity (normalized) is 0. The MHC is HLA-A32:01 with pseudo-sequence HLA-A32:01. The peptide sequence is KPSNSEDLL.